Dataset: Full USPTO retrosynthesis dataset with 1.9M reactions from patents (1976-2016). Task: Predict the reactants needed to synthesize the given product. (1) Given the product [CH2:37]([O:44][C:45]([N:47]([CH2:54][C:55]1[CH:77]=[CH:76][C:58]2[N:59]([CH2:63][CH:64]3[CH2:68][CH2:67][CH2:66][N:65]3[C:69]([O:71][C:72]([CH3:75])([CH3:74])[CH3:73])=[O:70])[C:60]([NH:62][C:7](=[O:9])[C:6]3[CH:5]=[CH:4][C:3]([CH:2]([F:1])[F:12])=[CH:11][CH:10]=3)=[N:61][C:57]=2[CH:56]=1)[C@H:48]([C:50]([CH3:51])([CH3:53])[CH3:52])[CH3:49])=[O:46])[C:38]1[CH:39]=[CH:40][CH:41]=[CH:42][CH:43]=1, predict the reactants needed to synthesize it. The reactants are: [F:1][CH:2]([F:12])[C:3]1[CH:11]=[CH:10][C:6]([C:7]([OH:9])=O)=[CH:5][CH:4]=1.CN(C(ON1N=NC2C=CC=NC1=2)=[N+](C)C)C.F[P-](F)(F)(F)(F)F.[CH2:37]([O:44][C:45]([N:47]([CH2:54][C:55]1[CH:77]=[CH:76][C:58]2[N:59]([CH2:63][CH:64]3[CH2:68][CH2:67][CH2:66][N:65]3[C:69]([O:71][C:72]([CH3:75])([CH3:74])[CH3:73])=[O:70])[C:60](=[NH:62])[NH:61][C:57]=2[CH:56]=1)[C@H:48]([C:50]([CH3:53])([CH3:52])[CH3:51])[CH3:49])=[O:46])[C:38]1[CH:43]=[CH:42][CH:41]=[CH:40][CH:39]=1.CCN(C(C)C)C(C)C. (2) Given the product [Cl:20][C:17]([F:19])([F:18])[O:16][C:13]1[CH:14]=[CH:15][C:10]([NH:9][C:7](=[O:8])[C:6]2[CH:21]=[C:2]([C:32]3[CH:33]=[N:28][CH:29]=[N:30][CH:31]=3)[C:3]([N:22]3[CH2:26][CH2:25][C@H:24]([OH:27])[CH2:23]3)=[N:4][CH:5]=2)=[CH:11][CH:12]=1, predict the reactants needed to synthesize it. The reactants are: Br[C:2]1[C:3]([N:22]2[CH2:26][CH2:25][C@H:24]([OH:27])[CH2:23]2)=[N:4][CH:5]=[C:6]([CH:21]=1)[C:7]([NH:9][C:10]1[CH:15]=[CH:14][C:13]([O:16][C:17]([Cl:20])([F:19])[F:18])=[CH:12][CH:11]=1)=[O:8].[N:28]1[CH:33]=[C:32](B(O)O)[CH:31]=[N:30][CH:29]=1.C([O-])([O-])=O.[Na+].[Na+]. (3) Given the product [CH3:21][N:19]([CH3:20])[C:16]1[CH:15]=[CH:14][C:13]([C:12](=[O:22])[CH2:2][C:1]#[N:3])=[CH:18][CH:17]=1, predict the reactants needed to synthesize it. The reactants are: [C:1](#[N:3])[CH3:2].C([Li])CCC.C(O[C:12](=[O:22])[C:13]1[CH:18]=[CH:17][C:16]([N:19]([CH3:21])[CH3:20])=[CH:15][CH:14]=1)C. (4) Given the product [Cl:11][C:4]1[CH:3]=[C:2]([B:15]2[O:16][C:17]([CH3:19])([CH3:18])[C:13]([CH3:29])([CH3:12])[O:14]2)[CH:7]=[C:6]([N+:8]([O-:10])=[O:9])[CH:5]=1, predict the reactants needed to synthesize it. The reactants are: Br[C:2]1[CH:7]=[C:6]([N+:8]([O-:10])=[O:9])[CH:5]=[C:4]([Cl:11])[CH:3]=1.[CH3:12][C:13]1([CH3:29])[C:17]([CH3:19])([CH3:18])[O:16][B:15]([B:15]2[O:16][C:17]([CH3:19])([CH3:18])[C:13]([CH3:29])([CH3:12])[O:14]2)[O:14]1.C(Cl)Cl.CC([O-])=O.[K+]. (5) Given the product [Cl:1][C:2]1[C:3]([C:17]2[S:21][C:20]([C:22]3([O:26][CH2:27][O:28][CH3:29])[CH2:25][CH2:24][CH2:23]3)=[N:19][CH:18]=2)=[C:4]2[C:10]([CH2:30][N:32]3[CH2:36][CH2:35][CH2:34][CH2:33]3)=[C:9]([C:11]3[CH:12]=[N:13][N:14]([CH3:16])[CH:15]=3)[NH:8][C:5]2=[N:6][CH:7]=1, predict the reactants needed to synthesize it. The reactants are: [Cl:1][C:2]1[C:3]([C:17]2[S:21][C:20]([C:22]3([O:26][CH2:27][O:28][CH3:29])[CH2:25][CH2:24][CH2:23]3)=[N:19][CH:18]=2)=[C:4]2[CH:10]=[C:9]([C:11]3[CH:12]=[N:13][N:14]([CH3:16])[CH:15]=3)[NH:8][C:5]2=[N:6][CH:7]=1.[CH2:30]=O.[NH:32]1[CH2:36][CH2:35][CH2:34][CH2:33]1. (6) Given the product [CH2:1]([CH:3]([O:6][C:7]1[CH:16]=[C:15]([CH3:17])[N:14]=[C:13]2[C:8]=1[CH2:9][CH2:10][CH2:11][N:12]2[C:18]1[C:23]([CH3:24])=[CH:22][C:21]([CH3:25])=[CH:20][C:19]=1[CH3:26])[CH2:4][CH3:5])[CH3:2], predict the reactants needed to synthesize it. The reactants are: [CH2:1]([CH:3]([O:6][C:7]1[CH:16]=[C:15]([CH3:17])[N:14]=[C:13]2[C:8]=1[CH2:9][CH2:10][C:11](=O)[N:12]2[C:18]1[C:23]([CH3:24])=[CH:22][C:21]([CH3:25])=[CH:20][C:19]=1[CH3:26])[CH2:4][CH3:5])[CH3:2].CSC. (7) Given the product [CH2:1]([O:3][C:4]1[N:5]=[CH:6][C:7]([CH:8]=[N:17][C:16]2[CH:18]=[CH:19][CH:20]=[C:14]([O:13][CH3:12])[CH:15]=2)=[CH:10][CH:11]=1)[CH3:2], predict the reactants needed to synthesize it. The reactants are: [CH2:1]([O:3][C:4]1[CH:11]=[CH:10][C:7]([CH:8]=O)=[CH:6][N:5]=1)[CH3:2].[CH3:12][O:13][C:14]1[CH:15]=[C:16]([CH:18]=[CH:19][CH:20]=1)[NH2:17]. (8) The reactants are: [CH3:1][O:2][C:3]([CH2:5][C:6]([CH2:8][C:9]([O:11][CH3:12])=[O:10])=[O:7])=[O:4]. Given the product [OH:7][C:6]1[C:8]([C:9]([O:11][CH3:12])=[O:10])=[C:6]([CH3:8])[CH:5]=[CH:3][C:5]=1[C:3]([O:2][CH3:1])=[O:4], predict the reactants needed to synthesize it. (9) The reactants are: [Cl:1][C:2]1[CH:3]=[N:4][CH:5]=[C:6]([Cl:30])[C:7]=1[CH2:8][C:9]([C:11]1[CH:16]=[CH:15][C:14]([O:17]C)=[C:13]([O:19][CH3:20])[C:12]=1[O:21][CH2:22][CH2:23][C:24]1[CH:29]=[CH:28][CH:27]=[CH:26][CH:25]=1)=[O:10].N1CCCCC1. Given the product [Cl:30][C:6]1[CH:5]=[N:4][CH:3]=[C:2]([Cl:1])[C:7]=1[CH2:8][C:9]([C:11]1[CH:16]=[CH:15][C:14]([OH:17])=[C:13]([O:19][CH3:20])[C:12]=1[O:21][CH2:22][CH2:23][C:24]1[CH:25]=[CH:26][CH:27]=[CH:28][CH:29]=1)=[O:10], predict the reactants needed to synthesize it. (10) Given the product [CH3:43][O:41][C:39]([C:36]1[CH:35]=[C:34]([C:2]2[CH:7]=[C:6]([O:8][C:9]3[CH:25]=[CH:24][CH:23]=[C:11]([C:12](=[O:13])[NH:14][C:15]4[CH:20]=[C:19]([CH3:21])[CH:18]=[CH:17][C:16]=4[F:22])[CH:10]=3)[CH:5]=[CH:4][N:3]=2)[NH:38][CH:37]=1)=[O:40], predict the reactants needed to synthesize it. The reactants are: Br[C:2]1[CH:7]=[C:6]([O:8][C:9]2[CH:10]=[C:11]([CH:23]=[CH:24][CH:25]=2)[C:12]([NH:14][C:15]2[CH:20]=[C:19]([CH3:21])[CH:18]=[CH:17][C:16]=2[F:22])=[O:13])[CH:5]=[CH:4][N:3]=1.CC1(C)C(C)(C)OB([C:34]2[NH:38][CH:37]=[C:36]([C:39]([O-:41])=[O:40])[CH:35]=2)O1.[CH2:43](Cl)Cl.